Dataset: Peptide-MHC class II binding affinity with 134,281 pairs from IEDB. Task: Regression. Given a peptide amino acid sequence and an MHC pseudo amino acid sequence, predict their binding affinity value. This is MHC class II binding data. (1) The peptide sequence is GVLKNEFMSLAFDYW. The MHC is DRB1_0901 with pseudo-sequence DRB1_0901. The binding affinity (normalized) is 0.672. (2) The peptide sequence is GWLQIVDKIDAAFKI. The MHC is DRB1_0101 with pseudo-sequence DRB1_0101. The binding affinity (normalized) is 0.660. (3) The peptide sequence is PHAATIRVLALGNQE. The MHC is DRB1_0404 with pseudo-sequence DRB1_0404. The binding affinity (normalized) is 0.355. (4) The peptide sequence is EEWEPLTKKGNVWEV. The MHC is DRB1_1302 with pseudo-sequence DRB1_1302. The binding affinity (normalized) is 0.104. (5) The peptide sequence is FERLAITKGKVDPTD. The MHC is HLA-DQA10101-DQB10501 with pseudo-sequence HLA-DQA10101-DQB10501. The binding affinity (normalized) is 0.0324.